This data is from Experimental lipophilicity measurements (octanol/water distribution) for 4,200 compounds from AstraZeneca. The task is: Regression/Classification. Given a drug SMILES string, predict its absorption, distribution, metabolism, or excretion properties. Task type varies by dataset: regression for continuous measurements (e.g., permeability, clearance, half-life) or binary classification for categorical outcomes (e.g., BBB penetration, CYP inhibition). For this dataset (lipophilicity_astrazeneca), we predict Y. The compound is c1ccc2[nH]c(CCc3nc4ccccc4[nH]3)nc2c1. The Y is 3.30 logD.